From a dataset of Reaction yield outcomes from USPTO patents with 853,638 reactions. Predict the reaction yield, written as a fraction of the theoretical maximum amount of product (1.0 means a 100% yield; for example, 0.34 means a 34% yield). The reactants are Br[CH2:2][C:3]([C:5]1[CH:10]=[CH:9][C:8]([C:11]#[N:12])=[CH:7][CH:6]=1)=O.[C:13]([NH2:21])(=[O:20])[C:14]1[CH:19]=[CH:18][CH:17]=[CH:16][CH:15]=1. No catalyst specified. The product is [C:14]1([C:13]2[O:20][CH:2]=[C:3]([C:5]3[CH:10]=[CH:9][C:8]([C:11]#[N:12])=[CH:7][CH:6]=3)[N:21]=2)[CH:19]=[CH:18][CH:17]=[CH:16][CH:15]=1. The yield is 0.660.